From a dataset of Catalyst prediction with 721,799 reactions and 888 catalyst types from USPTO. Predict which catalyst facilitates the given reaction. (1) Reactant: [C:1]([NH:9][C:10]1[CH:15]=[CH:14][C:13]([CH:16]=[CH:17][C:18]([OH:20])=[O:19])=[CH:12][CH:11]=1)(=[O:8])[C:2]1[CH:7]=[CH:6][CH:5]=[CH:4][CH:3]=1. Product: [C:1]([NH:9][C:10]1[CH:15]=[CH:14][C:13]([CH2:16][CH2:17][C:18]([OH:20])=[O:19])=[CH:12][CH:11]=1)(=[O:8])[C:2]1[CH:7]=[CH:6][CH:5]=[CH:4][CH:3]=1. The catalyst class is: 8. (2) The catalyst class is: 203. Reactant: [Cl:1][C:2]1[C:3](Cl)=[N:4][CH:5]=[C:6]([CH:21]=1)[C:7]([NH:9][C:10]1[CH:15]=[CH:14][C:13]([O:16][C:17]([F:20])([F:19])[F:18])=[CH:12][CH:11]=1)=[O:8].[C:23]([O-])([O-])=O.[K+].[K+]. Product: [Cl:1][C:2]1[C:3]([CH3:23])=[N:4][CH:5]=[C:6]([CH:21]=1)[C:7]([NH:9][C:10]1[CH:15]=[CH:14][C:13]([O:16][C:17]([F:20])([F:19])[F:18])=[CH:12][CH:11]=1)=[O:8]. (3) Reactant: C([O:3][CH:4]1[CH:8]([NH:9][C:10]([CH:12]2[N:16]3[C:17](=[O:36])[CH:18]([NH:23][C:24]([C:26]4[C:35]5[C:30](=[CH:31][CH:32]=[CH:33][CH:34]=5)[CH:29]=[CH:28][N:27]=4)=[O:25])[CH2:19][CH:20]=[CH:21][CH2:22][CH:15]3[CH2:14][CH2:13]2)=[O:11])[CH2:7][C:6](=[O:37])[O:5]1)C.FC(F)(F)C(O)=O. Product: [OH:3][CH:4]1[CH:8]([NH:9][C:10]([C@H:12]2[N:16]3[C:17](=[O:36])[C@@H:18]([NH:23][C:24]([C:26]4[C:35]5[C:30](=[CH:31][CH:32]=[CH:33][CH:34]=5)[CH:29]=[CH:28][N:27]=4)=[O:25])[CH2:19][CH:20]=[CH:21][CH2:22][C@@H:15]3[CH2:14][CH2:13]2)=[O:11])[CH2:7][C:6](=[O:37])[O:5]1. The catalyst class is: 6. (4) Reactant: [CH2:1]([O:3][C:4](=[O:15])[C:5](=O)[CH:6]([CH3:13])[C:7](=O)[C:8]([CH3:11])([CH3:10])[CH3:9])[CH3:2].[CH3:16][NH:17][NH2:18]. Product: [CH2:1]([O:3][C:4]([C:5]1[N:17]([CH3:16])[N:18]=[C:7]([C:8]([CH3:11])([CH3:10])[CH3:9])[C:6]=1[CH3:13])=[O:15])[CH3:2]. The catalyst class is: 14.